Predict which catalyst facilitates the given reaction. From a dataset of Catalyst prediction with 721,799 reactions and 888 catalyst types from USPTO. (1) Reactant: [C:1]([C:3]1[CH:4]=[C:5]2[C:10](=[CH:11][CH:12]=1)[CH:9]=[C:8]([O:13][C:14]1[CH:19]=[CH:18][C:17]([N+:20]([O-:22])=[O:21])=[CH:16][C:15]=1[C:23]1[CH:28]=[CH:27][CH:26]=[CH:25][C:24]=1[CH:29]=[O:30])[CH:7]=[CH:6]2)#[N:2].CC(=CC)C.O.O.P([O-])(O)(O)=[O:39].[Na+].Cl([O-])(=O)=O.[Na+].O.Cl. Product: [N+:20]([C:17]1[CH:18]=[CH:19][C:14]([O:13][C:8]2[CH:7]=[CH:6][C:5]3[C:10](=[CH:11][CH:12]=[C:3]([C:1]#[N:2])[CH:4]=3)[CH:9]=2)=[C:15]([C:23]2[C:24]([C:29]([OH:39])=[O:30])=[CH:25][CH:26]=[CH:27][CH:28]=2)[CH:16]=1)([O-:22])=[O:21]. The catalyst class is: 47. (2) Reactant: [CH3:1][Mg]Br.[CH3:4][C:5]1[C:10]([NH:11][C:12]([C:14]2[CH:15]=[CH:16][C:17]3[C:23]4([CH2:29][C:30]5[CH:35]=[CH:34][CH:33]=[CH:32][CH:31]=5)[CH2:24][CH2:25][C:26](=[O:28])[CH:27]=[C:22]4[CH2:21][CH2:20][CH2:19][C:18]=3[CH:36]=2)=[O:13])=[CH:9][CH:8]=[CH:7][N:6]=1. Product: [CH3:4][C:5]1[C:10]([NH:11][C:12]([C:14]2[CH:15]=[CH:16][C:17]3[C@@:23]4([CH2:29][C:30]5[CH:31]=[CH:32][CH:33]=[CH:34][CH:35]=5)[CH2:24][CH2:25][C@@:26]([OH:28])([CH3:1])[CH:27]=[C:22]4[CH2:21][CH2:20][CH2:19][C:18]=3[CH:36]=2)=[O:13])=[CH:9][CH:8]=[CH:7][N:6]=1.[CH3:4][C:5]1[C:10]([NH:11][C:12]([C:14]2[CH:15]=[CH:16][C:17]3[C@:23]4([CH2:29][C:30]5[CH:31]=[CH:32][CH:33]=[CH:34][CH:35]=5)[CH2:24][CH2:25][C@:26]([OH:28])([CH3:1])[CH:27]=[C:22]4[CH2:21][CH2:20][CH2:19][C:18]=3[CH:36]=2)=[O:13])=[CH:9][CH:8]=[CH:7][N:6]=1. The catalyst class is: 332. (3) Reactant: Br[C:2]1[C:3]([Cl:9])=[N:4][C:5]([Cl:8])=[N:6][CH:7]=1.C([Mg]Cl)(C)C.[C:15]([Si:19]([CH3:34])([CH3:33])[O:20][C:21]1[C:22]([O:31][CH3:32])=[C:23]([C:26]([F:30])=[C:27]([F:29])[CH:28]=1)[CH:24]=[O:25])([CH3:18])([CH3:17])[CH3:16].[Cl-].[NH4+]. Product: [C:15]([Si:19]([CH3:34])([CH3:33])[O:20][C:21]1[C:22]([O:31][CH3:32])=[C:23]([CH:24]([C:2]2[C:3]([Cl:9])=[N:4][C:5]([Cl:8])=[N:6][CH:7]=2)[OH:25])[C:26]([F:30])=[C:27]([F:29])[CH:28]=1)([CH3:18])([CH3:17])[CH3:16]. The catalyst class is: 253.